Predict which catalyst facilitates the given reaction. From a dataset of Catalyst prediction with 721,799 reactions and 888 catalyst types from USPTO. (1) Reactant: [Br:1][C:2]1[CH:7]=[C:6]([CH:8]=[CH:9]N(C)C)[C:5]([N+:13]([O-])=O)=[CH:4][N:3]=1.CCOC(C)=O. Product: [Br:1][C:2]1[CH:7]=[C:6]2[CH:8]=[CH:9][NH:13][C:5]2=[CH:4][N:3]=1. The catalyst class is: 409. (2) Reactant: [CH3:1][C:2]1[N:7]=[CH:6][C:5]([CH:8]=[O:9])=[CH:4][N:3]=1.[CH3:10][Mg]Br. Product: [CH3:1][C:2]1[N:7]=[CH:6][C:5]([CH:8]([OH:9])[CH3:10])=[CH:4][N:3]=1. The catalyst class is: 7. (3) Reactant: [CH3:1][S:2](Cl)(=[O:4])=[O:3].Cl.[Cl:7][C:8]1[CH:13]=[CH:12][CH:11]=[CH:10][C:9]=1[CH:14]([NH2:19])[CH2:15][N+:16]([O-:18])=[O:17]. Product: [Cl:7][C:8]1[CH:13]=[CH:12][CH:11]=[CH:10][C:9]=1[CH:14]([NH:19][S:2]([CH3:1])(=[O:4])=[O:3])[CH2:15][N+:16]([O-:18])=[O:17]. The catalyst class is: 17. (4) Reactant: [H-].[Na+].[NH:3]1[CH:7]=[N:6][CH:5]=[N:4]1.Br[C:9]1[N:17]([CH2:18][C:19]2[CH:24]=[CH:23][C:22]([O:25][CH3:26])=[CH:21][CH:20]=2)[C:16]2[C:15](=[O:27])[N:14]3[C:28]([CH3:31])=[N:29][N:30]=[C:13]3[N:12]([CH2:32][CH2:33][CH2:34][CH2:35][CH3:36])[C:11]=2[N:10]=1. Product: [CH3:26][O:25][C:22]1[CH:23]=[CH:24][C:19]([CH2:18][N:17]2[C:16]3[C:15](=[O:27])[N:14]4[C:28]([CH3:31])=[N:29][N:30]=[C:13]4[N:12]([CH2:32][CH2:33][CH2:34][CH2:35][CH3:36])[C:11]=3[N:10]=[C:9]2[N:3]2[CH:7]=[N:6][CH:5]=[N:4]2)=[CH:20][CH:21]=1. The catalyst class is: 3. (5) Reactant: C([N+](CCC)(CCC)CCC)CC.[CH3:14][C:15]1([CH3:22])[CH:20]2[CH:16]1[CH2:17][CH2:18][CH:19]2[OH:21]. Product: [CH3:14][C:15]1([CH3:22])[CH:20]2[CH:16]1[CH2:17][CH2:18][C:19]2=[O:21]. The catalyst class is: 2. (6) Reactant: [Cl:1][C:2]1[CH:3]=[C:4]([CH:6]=[CH:7][CH:8]=1)[NH2:5].[N:9]([O-])=O.[Na+].[CH3:13][N:14]=[C:15]=O.[C:17]([O-:20])(=O)C.[Na+].[CH3:22][OH:23]. Product: [Cl-:1].[Cl:1][C:2]1[CH:3]=[C:4]([N+:5]#[N:9])[CH:6]=[CH:7][CH:8]=1.[CH3:22][O:23][C:17]([C:15]1[N:14]=[CH:13][N:5]([C:4]2[CH:6]=[CH:7][CH:8]=[C:2]([Cl:1])[CH:3]=2)[N:9]=1)=[O:20]. The catalyst class is: 126. (7) Reactant: C([O:3][C:4]([C:6]1([N:9]([C:11]([O:13][C:14]([CH3:17])([CH3:16])[CH3:15])=[O:12])[CH3:10])[CH2:8][CH2:7]1)=[O:5])C.O. Product: [C:14]([O:13][C:11]([N:9]([CH3:10])[C:6]1([C:4]([OH:5])=[O:3])[CH2:8][CH2:7]1)=[O:12])([CH3:17])([CH3:16])[CH3:15]. The catalyst class is: 273. (8) Reactant: COC1C=C(OC)C=CC=1C[N:6]([C:39]1[CH:44]=[CH:43][N:42]=[CH:41][N:40]=1)[S:7]([C:10]1[CH:15]=[C:14]([CH3:16])[C:13]([O:17][C@H:18]2[CH2:23][CH2:22][CH2:21][CH2:20][C@@H:19]2[C:24]2[C:25]([N+:35]([O-])=O)=[N:26][N:27](C3CCCCO3)[CH:28]=2)=[CH:12][C:11]=1[F:38])(=[O:9])=[O:8].C([SiH](CC)CC)C.FC(F)(F)C(O)=O.ClCCl. Product: [NH2:35][C:25]1[C:24]([C@H:19]2[CH2:20][CH2:21][CH2:22][CH2:23][C@@H:18]2[O:17][C:13]2[C:14]([CH3:16])=[CH:15][C:10]([S:7]([NH:6][C:39]3[CH:44]=[CH:43][N:42]=[CH:41][N:40]=3)(=[O:9])=[O:8])=[C:11]([F:38])[CH:12]=2)=[CH:28][NH:27][N:26]=1. The catalyst class is: 5. (9) Reactant: [N+:1]([C:4]1[C:13]2[C:8](=[CH:9][CH:10]=[CH:11][CH:12]=2)[C:7]([O:14][C:15]2[CH:20]=[CH:19][N:18]=[C:17]([NH2:21])[CH:16]=2)=[CH:6][CH:5]=1)([O-:3])=[O:2].[CH3:22][CH2:23][N:24]([CH2:27][CH3:28])[CH2:25]C.C(Cl)(=O)[O:30]C1C=CC=CC=1.N1CCCC1. Product: [N+:1]([C:4]1[C:13]2[C:8](=[CH:9][CH:10]=[CH:11][CH:12]=2)[C:7]([O:14][C:15]2[CH:20]=[CH:19][N:18]=[C:17]([NH:21][C:25]([N:24]3[CH2:27][CH2:28][CH2:22][CH2:23]3)=[O:30])[CH:16]=2)=[CH:6][CH:5]=1)([O-:3])=[O:2]. The catalyst class is: 1. (10) Reactant: [NH:1]1[C:9]2[C:4](=[CH:5][C:6]([C:10]3[O:14][N:13]=[C:12]([C:15]([OH:17])=O)[CH:11]=3)=[CH:7][CH:8]=2)[CH:3]=[N:2]1.[NH2:18][CH:19]1[CH2:24][CH2:23][N:22]([C:25]([O:27][C:28]([CH3:31])([CH3:30])[CH3:29])=[O:26])[CH2:21][CH2:20]1.C1C=CC2N(O)N=NC=2C=1.C(Cl)CCl. Product: [NH:1]1[C:9]2[C:4](=[CH:5][C:6]([C:10]3[O:14][N:13]=[C:12]([C:15]([NH:18][CH:19]4[CH2:20][CH2:21][N:22]([C:25]([O:27][C:28]([CH3:31])([CH3:30])[CH3:29])=[O:26])[CH2:23][CH2:24]4)=[O:17])[CH:11]=3)=[CH:7][CH:8]=2)[CH:3]=[N:2]1. The catalyst class is: 18.